From a dataset of Catalyst prediction with 721,799 reactions and 888 catalyst types from USPTO. Predict which catalyst facilitates the given reaction. (1) Reactant: [C:1](OC(=O)C)(=[O:3])C.[CH3:8][N:9]1[CH2:14][CH2:13][CH:12]([C:15]2[CH:21]=[CH:20][C:18]([NH2:19])=[C:17]([O:22][CH:23]([CH3:25])[CH3:24])[CH:16]=2)[CH2:11][CH2:10]1. Product: [CH3:8][N:9]1[CH2:14][CH2:13][CH:12]([C:15]2[CH:21]=[CH:20][C:18]([NH:19][CH:1]=[O:3])=[C:17]([O:22][CH:23]([CH3:25])[CH3:24])[CH:16]=2)[CH2:11][CH2:10]1. The catalyst class is: 106. (2) Reactant: Br[C:2]1[CH:3]=[C:4]([CH:13]=[CH:14][CH:15]=1)[O:5][Si:6]([C:9]([CH3:12])([CH3:11])[CH3:10])([CH3:8])[CH3:7].C([Li])CCC.CCCCCC.[Br:27][C:28]1[CH:35]=[CH:34][C:31]([CH:32]=[O:33])=[CH:30][CH:29]=1. Product: [Br:27][C:28]1[CH:35]=[CH:34][C:31]([CH:32]([OH:33])[C:2]2[CH:15]=[CH:14][CH:13]=[C:4]([O:5][Si:6]([C:9]([CH3:12])([CH3:11])[CH3:10])([CH3:8])[CH3:7])[CH:3]=2)=[CH:30][CH:29]=1. The catalyst class is: 7. (3) Product: [Cl:29][CH2:1][CH2:2][CH2:3][CH2:4][CH2:5][CH2:6][CH2:7][CH:8]=[CH:9][CH:10]=[CH:11][CH3:12]. Reactant: [CH2:1](O)[CH2:2][CH2:3][CH2:4][CH2:5][CH2:6][CH2:7][CH:8]=[CH:9][CH:10]=[CH:11][CH3:12].N1C=CC=CC=1.CN(C)C=O.CS([Cl:29])(=O)=O. The catalyst class is: 805. (4) Reactant: [H-].[Al+3].[Li+].[H-].[H-].[H-].[O:7]([CH2:14][C:15]1[S:16][C:17]2[C:18](=O)[N:19]([CH2:25][C:26]3[CH:31]=[CH:30][CH:29]=[CH:28][CH:27]=3)[CH2:20][CH2:21][CH2:22][C:23]=2[N:24]=1)[C:8]1[CH:13]=[CH:12][CH:11]=[CH:10][CH:9]=1. Product: [O:7]([CH2:14][C:15]1[S:16][C:17]2[CH2:18][N:19]([CH2:25][C:26]3[CH:31]=[CH:30][CH:29]=[CH:28][CH:27]=3)[CH2:20][CH2:21][CH2:22][C:23]=2[N:24]=1)[C:8]1[CH:13]=[CH:12][CH:11]=[CH:10][CH:9]=1. The catalyst class is: 1. (5) Reactant: [C:1]1([S:7]([N:10]2[C:18]3[C:13](=[CH:14][C:15]([OH:19])=[CH:16][CH:17]=3)[CH:12]=[CH:11]2)(=[O:9])=[O:8])[CH:6]=[CH:5][CH:4]=[CH:3][CH:2]=1.N(C(N(C)C)=O)=NC(N(C)C)=O.C1(P(C2C=CC=CC=2)C2C=CC=CC=2)C=CC=CC=1.O[CH2:52][CH2:53][NH:54]C(=O)OC(C)(C)C.C(O)(C(F)(F)F)=O. Product: [C:1]1([S:7]([N:10]2[C:18]3[C:13](=[CH:14][C:15]([O:19][CH2:52][CH2:53][NH2:54])=[CH:16][CH:17]=3)[CH:12]=[CH:11]2)(=[O:8])=[O:9])[CH:2]=[CH:3][CH:4]=[CH:5][CH:6]=1. The catalyst class is: 2.